This data is from Full USPTO retrosynthesis dataset with 1.9M reactions from patents (1976-2016). The task is: Predict the reactants needed to synthesize the given product. Given the product [C:16]([C:4]1[C:5]([NH:8][C:9](=[O:15])[O:10][C:11]([CH3:14])([CH3:13])[CH3:12])=[N:6][CH:7]=[C:2]([F:18])[N:3]=1)#[N:17], predict the reactants needed to synthesize it. The reactants are: Br[C:2]1[N:3]=[C:4]([C:16]#[N:17])[C:5]([NH:8][C:9](=[O:15])[O:10][C:11]([CH3:14])([CH3:13])[CH3:12])=[N:6][CH:7]=1.[F-:18].[K+].